Dataset: Peptide-MHC class II binding affinity with 134,281 pairs from IEDB. Task: Regression. Given a peptide amino acid sequence and an MHC pseudo amino acid sequence, predict their binding affinity value. This is MHC class II binding data. (1) The MHC is DRB3_0101 with pseudo-sequence DRB3_0101. The peptide sequence is AFKIAATAANAAPTN. The binding affinity (normalized) is 0.0980. (2) The peptide sequence is TFRGRVLDMFRTAFG. The MHC is H-2-IEd with pseudo-sequence H-2-IEd. The binding affinity (normalized) is 0.509. (3) The MHC is DRB1_1101 with pseudo-sequence DRB1_1101. The binding affinity (normalized) is 0.207. The peptide sequence is QKYCPNKICTSKGDS. (4) The peptide sequence is AWATAGTTVYGAFAA. The MHC is HLA-DQA10501-DQB10301 with pseudo-sequence HLA-DQA10501-DQB10301. The binding affinity (normalized) is 0.653. (5) The peptide sequence is ATATATSAVGAPTGA. The MHC is DRB4_0101 with pseudo-sequence DRB4_0103. The binding affinity (normalized) is 0. (6) The MHC is DRB1_0101 with pseudo-sequence DRB1_0101. The peptide sequence is AAYSDQATLLLLSPR. The binding affinity (normalized) is 0.307.